This data is from Forward reaction prediction with 1.9M reactions from USPTO patents (1976-2016). The task is: Predict the product of the given reaction. (1) Given the reactants [NH2:1][C:2]1[C:7]2=[CH:8][CH:9]=[C:10]([CH2:11][CH2:12][OH:13])[N:6]2[N:5]=[CH:4][N:3]=1.CC(O)C.C(=O)=O.[Br:21]N1C(C)(C)C(=O)N(Br)C1=O, predict the reaction product. The product is: [NH2:1][C:2]1[C:7]2=[C:8]([Br:21])[CH:9]=[C:10]([CH2:11][CH2:12][OH:13])[N:6]2[N:5]=[CH:4][N:3]=1. (2) Given the reactants [CH2:1]([N:8]1[C:20]2[C:19]3[CH:18]=[C:17]([O:21][CH3:22])[C:16]([C:23]4[C:24]([CH3:29])=[N:25][O:26][C:27]=4[CH3:28])=[CH:15][C:14]=3[N:13]=[CH:12][C:11]=2[O:10][C:9]1=[O:30])[C:2]1[CH:7]=[CH:6][CH:5]=[CH:4]C=1.O=C1[N:36](CC2CCCCN2C(OC(C)(C)C)=O)C=CO1.C(O)(C(F)(F)F)=O, predict the reaction product. The product is: [CH3:29][C:24]1[C:23]([C:16]2[C:17]([O:21][CH3:22])=[CH:18][C:19]3[C:20]4[N:8]([CH2:1][CH:2]5[CH2:7][CH2:6][CH2:5][CH2:4][NH:36]5)[C:9](=[O:30])[O:10][C:11]=4[CH:12]=[N:13][C:14]=3[CH:15]=2)=[C:27]([CH3:28])[O:26][N:25]=1. (3) Given the reactants [C:1]1(N)[CH:6]=[CH:5][CH:4]=[C:3]([NH2:7])[CH:2]=1.C(NC(C)C)(C)C.[C:16]([O:20][C:21](O[C:21]([O:20][C:16]([CH3:19])([CH3:18])[CH3:17])=[O:22])=[O:22])([CH3:19])([CH3:18])[CH3:17], predict the reaction product. The product is: [C:16]([O:20][C:21]([C:1]1[CH:6]=[CH:5][CH:4]=[C:3]([NH2:7])[CH:2]=1)=[O:22])([CH3:19])([CH3:18])[CH3:17]. (4) Given the reactants [C:1]([N:4]1[CH2:10][C@H:9]([NH:11][C:12](=[O:16])[C@@H:13]([OH:15])[CH3:14])[C:8](=[O:17])[N:7]([CH3:18])[C:6]2[CH:19]=[CH:20][CH:21]=[CH:22][C:5]1=2)(=[O:3])[CH3:2].Cl[C:24]([O:26][C:27]1[CH:32]=[CH:31][C:30]([N+:33]([O-:35])=[O:34])=[CH:29][CH:28]=1)=[O:25], predict the reaction product. The product is: [N+:33]([C:30]1[CH:29]=[CH:28][C:27]([O:26][C:24](=[O:25])[O:15][C@H:13]([C:12](=[O:16])[NH:11][C@@H:9]2[C:8](=[O:17])[N:7]([CH3:18])[C:6]3[CH:19]=[CH:20][CH:21]=[CH:22][C:5]=3[N:4]([C:1](=[O:3])[CH3:2])[CH2:10]2)[CH3:14])=[CH:32][CH:31]=1)([O-:35])=[O:34]. (5) Given the reactants COC1C=C(OC)C=CC=1[CH2:5][NH:6][C:7]1[CH:14]=[CH:13][C:10]([C:11]#[N:12])=[CH:9][C:8]=1[NH:15][C:16]1[N:21]=[C:20]([NH:22][C@H:23]2[C:32]3[C:27](=[CH:28][CH:29]=[C:30]([F:33])[CH:31]=3)[O:26][CH2:25][CH2:24]2)[C:19]([NH2:34])=[CH:18][N:17]=1.O.[C:42]1(C)C=CC(S(O)(=O)=O)=CC=1.C(OC)(OC)OC, predict the reaction product. The product is: [F:33][C:30]1[CH:31]=[C:32]2[C:27](=[CH:28][CH:29]=1)[O:26][CH2:25][CH2:24][C@H:23]2[N:22]1[CH:42]=[N:34][C:19]2[C:20]1=[N:21][C:16]([N:15]1[C:8]3[CH:9]=[C:10]([C:11]#[N:12])[CH:13]=[CH:14][C:7]=3[N:6]=[CH:5]1)=[N:17][CH:18]=2. (6) Given the reactants CC1[C:11]2([O:19][C:18]3[C:13](=[C:14](O)[CH:15]=[C:16](C=O)[C:17]=3C(O)=O)C2)C2(C)C(C(C)(C)C(O)C(O)C2)CC1.[N:31]1[C:36]2[CH:37]=[CH:38][CH:39]=[CH:40][C:35]=2[C:34]([NH:41][CH2:42]C2C=CC(OC)=CC=2)=[N:33][N:32]=1.C(=O)=O, predict the reaction product. The product is: [N:31]1[C:36]2[CH:37]=[CH:38][CH:39]=[CH:40][C:35]=2[C:34]([N:41]([C:15]2[CH:14]=[CH:13][C:18]([O:19][CH3:11])=[CH:17][CH:16]=2)[CH3:42])=[N:33][N:32]=1. (7) Given the reactants [CH3:1][N:2]1[CH2:7][CH2:6][CH:5]([O:8][CH:9]2[C:18]3[CH:19]=[CH:20][CH:21]=[CH:22][C:17]=3[CH2:16][CH2:15][N:14]3[C:10]2=[N:11][C:12]([CH2:23][CH2:24][C:25]2[CH:30]=[CH:29][CH:28]=[CH:27][CH:26]=2)=[CH:13]3)[CH2:4][CH2:3]1.[C:31]([OH:36])(=[O:35])[C:32]([OH:34])=[O:33], predict the reaction product. The product is: [C:31]([OH:36])(=[O:35])[C:32]([OH:34])=[O:33].[CH3:1][N:2]1[CH2:3][CH2:4][CH:5]([O:8][CH:9]2[C:18]3[CH:19]=[CH:20][CH:21]=[CH:22][C:17]=3[CH2:16][CH2:15][N:14]3[C:10]2=[N:11][C:12]([CH2:23][CH2:24][C:25]2[CH:30]=[CH:29][CH:28]=[CH:27][CH:26]=2)=[CH:13]3)[CH2:6][CH2:7]1. (8) Given the reactants [F:1][C:2]1[CH:10]=[C:9]([C:11]2[N:16]=[C:15]3[N:17]([CH2:20][C:21]4[CH:22]=[C:23]5[C:28](=[CH:29][CH:30]=4)[N:27]=[CH:26][CH:25]=[CH:24]5)[N:18]=[N:19][C:14]3=[CH:13][CH:12]=2)[CH:8]=[CH:7][C:3]=1[C:4](O)=[O:5].CN(C=O)C.CN(C(ON1N=NC2C=CC=NC1=2)=[N+](C)C)C.F[P-](F)(F)(F)(F)F.C([NH:67][CH2:68][CH2:69][CH2:70][NH2:71])(OC(C)(C)C)=O, predict the reaction product. The product is: [NH2:67][CH2:68][CH2:69][CH2:70][NH:71][C:4](=[O:5])[C:3]1[CH:7]=[CH:8][C:9]([C:11]2[N:16]=[C:15]3[N:17]([CH2:20][C:21]4[CH:22]=[C:23]5[C:28](=[CH:29][CH:30]=4)[N:27]=[CH:26][CH:25]=[CH:24]5)[N:18]=[N:19][C:14]3=[CH:13][CH:12]=2)=[CH:10][C:2]=1[F:1]. (9) Given the reactants [CH2:1]([O:3][C:4](=[O:28])[CH2:5][C:6]1[CH:11]=[CH:10][C:9]([O:12][CH3:13])=[C:8]([O:14][C:15]2[CH:20]=[CH:19][C:18]([NH2:21])=[CH:17][C:16]=2[CH2:22][S:23][C:24]([CH3:27])([CH3:26])[CH3:25])[CH:7]=1)[CH3:2].[Cl:29][C:30]1[CH:38]=[CH:37][C:33]([C:34](Cl)=[O:35])=[CH:32][CH:31]=1, predict the reaction product. The product is: [CH2:1]([O:3][C:4](=[O:28])[CH2:5][C:6]1[CH:11]=[CH:10][C:9]([O:12][CH3:13])=[C:8]([O:14][C:15]2[CH:20]=[CH:19][C:18]([NH:21][C:34](=[O:35])[C:33]3[CH:37]=[CH:38][C:30]([Cl:29])=[CH:31][CH:32]=3)=[CH:17][C:16]=2[CH2:22][S:23][C:24]([CH3:27])([CH3:26])[CH3:25])[CH:7]=1)[CH3:2]. (10) Given the reactants [O:1]=[C:2]1[C:10]2([C:22]3[C:13](=[CH:14][C:15]4[O:20][CH2:19][CH2:18][O:17][C:16]=4[CH:21]=3)[O:12][CH2:11]2)[C:9]2[C:4](=[CH:5][CH:6]=[CH:7][CH:8]=2)[N:3]1[CH2:23][C:24]1[C:29]([C:30](O)=[O:31])=[CH:28][CH:27]=[CH:26][N:25]=1.Cl.CN.O[N:37]1[C:41]2C=CC=CC=2N=N1.CN1CCOCC1, predict the reaction product. The product is: [CH3:41][NH:37][C:30]([C:29]1[C:24]([CH2:23][N:3]2[C:4]3[C:9](=[CH:8][CH:7]=[CH:6][CH:5]=3)[C:10]3([C:22]4[C:13](=[CH:14][C:15]5[O:20][CH2:19][CH2:18][O:17][C:16]=5[CH:21]=4)[O:12][CH2:11]3)[C:2]2=[O:1])=[N:25][CH:26]=[CH:27][CH:28]=1)=[O:31].